This data is from Merck oncology drug combination screen with 23,052 pairs across 39 cell lines. The task is: Regression. Given two drug SMILES strings and cell line genomic features, predict the synergy score measuring deviation from expected non-interaction effect. (1) Drug 1: Cn1c(=O)n(-c2ccc(C(C)(C)C#N)cc2)c2c3cc(-c4cnc5ccccc5c4)ccc3ncc21. Drug 2: NC1CCCCC1N.O=C(O)C(=O)O.[Pt+2]. Cell line: NCIH520. Synergy scores: synergy=10.7. (2) Drug 1: NC1(c2ccc(-c3nc4ccn5c(=O)[nH]nc5c4cc3-c3ccccc3)cc2)CCC1. Drug 2: O=C(NOCC(O)CO)c1ccc(F)c(F)c1Nc1ccc(I)cc1F. Cell line: SKOV3. Synergy scores: synergy=51.5. (3) Drug 1: CC1CC2C3CCC4=CC(=O)C=CC4(C)C3(F)C(O)CC2(C)C1(O)C(=O)CO. Drug 2: CC1(c2nc3c(C(N)=O)cccc3[nH]2)CCCN1. Cell line: RKO. Synergy scores: synergy=-1.01. (4) Drug 1: C#Cc1cccc(Nc2ncnc3cc(OCCOC)c(OCCOC)cc23)c1. Drug 2: CCc1cnn2c(NCc3ccc[n+]([O-])c3)cc(N3CCCCC3CCO)nc12. Cell line: UWB1289BRCA1. Synergy scores: synergy=10.0. (5) Drug 1: CN1C(=O)C=CC2(C)C3CCC4(C)C(NC(=O)OCC(F)(F)F)CCC4C3CCC12. Drug 2: O=P1(N(CCCl)CCCl)NCCCO1. Cell line: A427. Synergy scores: synergy=1.82. (6) Synergy scores: synergy=37.5. Cell line: SW620. Drug 2: O=C(O)C1(Cc2cccc(Nc3nccs3)n2)CCC(Oc2cccc(Cl)c2F)CC1. Drug 1: CCC1(O)CC2CN(CCc3c([nH]c4ccccc34)C(C(=O)OC)(c3cc4c(cc3OC)N(C)C3C(O)(C(=O)OC)C(OC(C)=O)C5(CC)C=CCN6CCC43C65)C2)C1. (7) Drug 1: O=c1[nH]cc(F)c(=O)[nH]1. Drug 2: Cc1nc(Nc2ncc(C(=O)Nc3c(C)cccc3Cl)s2)cc(N2CCN(CCO)CC2)n1. Cell line: KPL1. Synergy scores: synergy=3.45. (8) Drug 1: CCC1=CC2CN(C1)Cc1c([nH]c3ccccc13)C(C(=O)OC)(c1cc3c(cc1OC)N(C)C1C(O)(C(=O)OC)C(OC(C)=O)C4(CC)C=CCN5CCC31C54)C2. Drug 2: Cn1cc(-c2cnn3c(N)c(Br)c(C4CCCNC4)nc23)cn1. Cell line: UWB1289BRCA1. Synergy scores: synergy=-16.5.